This data is from Reaction yield outcomes from USPTO patents with 853,638 reactions. The task is: Predict the reaction yield, written as a fraction of the theoretical maximum amount of product (1.0 means a 100% yield; for example, 0.34 means a 34% yield). (1) The reactants are Br[C:2]1[CH:7]=[CH:6][C:5]([NH:8][C:9](=[O:23])[NH:10][C:11]2[CH:21]=[CH:20][C:14]([C:15]([N:17]([CH3:19])[CH3:18])=[O:16])=[C:13]([F:22])[CH:12]=2)=[CH:4][CH:3]=1.[B:24]1([B:24]2[O:28][C:27]([CH3:30])([CH3:29])[C:26]([CH3:32])([CH3:31])[O:25]2)[O:28][C:27]([CH3:30])([CH3:29])[C:26]([CH3:32])([CH3:31])[O:25]1.CC([O-])=O.[K+].C(Cl)Cl. The catalyst is C(Cl)(Cl)Cl.CO.O1CCOCC1. The product is [F:22][C:13]1[CH:12]=[C:11]([NH:10][C:9]([NH:8][C:5]2[CH:6]=[CH:7][C:2]([B:24]3[O:28][C:27]([CH3:30])([CH3:29])[C:26]([CH3:32])([CH3:31])[O:25]3)=[CH:3][CH:4]=2)=[O:23])[CH:21]=[CH:20][C:14]=1[C:15]([N:17]([CH3:19])[CH3:18])=[O:16]. The yield is 0.330. (2) The yield is 0.200. The reactants are [Cl:1][C:2]1[CH:10]=[C:9]2[C:5]([C:6]([CH:11]=[O:12])=[CH:7][NH:8]2)=[CH:4][C:3]=1[C:13]1[CH:23]=[CH:22][C:16]([O:17][CH2:18][C:19]([NH2:21])=[O:20])=[CH:15][CH:14]=1.CC(=CC)C.Cl([O-])=[O:30].[Na+].O.OP([O-])(O)=O.[Na+]. The product is [NH2:21][C:19](=[O:20])[CH2:18][O:17][C:16]1[CH:15]=[CH:14][C:13]([C:3]2[CH:4]=[C:5]3[C:9](=[CH:10][C:2]=2[Cl:1])[NH:8][CH:7]=[C:6]3[C:11]([OH:30])=[O:12])=[CH:23][CH:22]=1. The catalyst is C(#N)C.C(O)(C)(C)C.O. (3) The reactants are Cl[C:2]1[N:11]=[C:10]([NH:12][CH2:13][CH:14]([C:21]2[CH:26]=[CH:25][CH:24]=[CH:23][CH:22]=2)[C:15]2[CH:20]=[CH:19][CH:18]=[CH:17][CH:16]=2)[C:9]2[C:4](=[CH:5][CH:6]=[CH:7][CH:8]=2)[N:3]=1.NC1C(B(O)O)=CC=CN=1.N1C=CN2C=C(C3N=C([NH:56][CH2:57][CH:58](C4C=CC=CC=4)[N:59]4[CH2:64][CH2:63][CH2:62][CH2:61][CH2:60]4)C4C(=CC=CC=4)N=3)C=NC=12. The catalyst is C(Cl)Cl.CCOC(C)=O. The product is [C:15]1([CH:14]([C:21]2[CH:26]=[CH:25][CH:24]=[CH:23][CH:22]=2)[CH2:13][NH:12][C:10]2[C:9]3[C:4](=[CH:5][CH:6]=[CH:7][CH:8]=3)[N:3]=[C:2]([C:63]3[C:64]4[N:59]([CH:58]=[CH:57][N:56]=4)[CH:60]=[CH:61][CH:62]=3)[N:11]=2)[CH:20]=[CH:19][CH:18]=[CH:17][CH:16]=1. The yield is 0.650. (4) The reactants are [CH3:1][O:2][C:3]1[CH:8]=[CH:7][C:6]([NH:9][C:10]2[CH:15]=[CH:14][CH:13]=[CH:12][C:11]=2[NH:16][C:17]([C:19]2([CH3:22])[CH2:21][CH2:20]2)=O)=[CH:5][CH:4]=1.Cl.O1CCOCC1.CO. The catalyst is C1COCC1.C(Cl)Cl. The product is [CH3:1][O:2][C:3]1[CH:8]=[CH:7][C:6]([N:9]2[C:10]3[CH:15]=[CH:14][CH:13]=[CH:12][C:11]=3[N:16]=[C:17]2[C:19]2([CH3:22])[CH2:21][CH2:20]2)=[CH:5][CH:4]=1. The yield is 0.970. (5) The yield is 0.920. The reactants are [C:1]([NH:9][C:10]1[S:11][CH2:12][C@@H:13]2[CH2:18][N:17]([C:19]([O:21][CH2:22][C:23]3[CH:28]=[CH:27][CH:26]=[CH:25][CH:24]=3)=[O:20])[CH2:16][C@:14]2([C:29]2[S:30][CH:31]=[CH:32][CH:33]=2)[N:15]=1)(=[O:8])[C:2]1[CH:7]=[CH:6][CH:5]=[CH:4][CH:3]=1.[Br:34]N1C(=O)CCC1=O. The catalyst is CN(C)C=O.C(OCC)(=O)C. The product is [C:1]([NH:9][C:10]1[S:11][CH2:12][C@@H:13]2[CH2:18][N:17]([C:19]([O:21][CH2:22][C:23]3[CH:24]=[CH:25][CH:26]=[CH:27][CH:28]=3)=[O:20])[CH2:16][C@:14]2([C:29]2[S:30][C:31]([Br:34])=[CH:32][CH:33]=2)[N:15]=1)(=[O:8])[C:2]1[CH:3]=[CH:4][CH:5]=[CH:6][CH:7]=1. (6) The reactants are [Cl:1][C:2]1[CH:3]=[C:4]([C@H:9]2[CH2:13][CH2:12][CH2:11][N:10]2[C:14]2[CH:19]=[CH:18][N:17]3[N:20]=[CH:21][C:22]([NH2:23])=[C:16]3[N:15]=2)[CH:5]=[C:6]([F:8])[CH:7]=1.C1N=CN([C:29]([N:31]2[CH:35]=N[CH:33]=[CH:32]2)=[O:30])C=1.Cl.N1CC([OH:41])C1.CCN(C(C)C)C(C)C. The catalyst is C(Cl)Cl. The product is [Cl:1][C:2]1[CH:3]=[C:4]([C@H:9]2[CH2:13][CH2:12][CH2:11][N:10]2[C:14]2[CH:19]=[CH:18][N:17]3[N:20]=[CH:21][C:22]([NH:23][C:29]([N:31]4[CH2:32][CH:33]([OH:41])[CH2:35]4)=[O:30])=[C:16]3[N:15]=2)[CH:5]=[C:6]([F:8])[CH:7]=1. The yield is 0.740. (7) The reactants are CC1(C)C(C)(C)OB([C:9]2[CH:10]=[C:11]([NH:15][S:16]([C:19]3[CH:24]=[CH:23][CH:22]=[CH:21][CH:20]=3)(=[O:18])=[O:17])[CH:12]=[N:13][CH:14]=2)O1.FC(F)(F)S(O[C:32]1[CH:41]=[CH:40][C:39]2[C:34](=[C:35]([C:42]3[CH:47]=[CH:46][N:45]=[CH:44][CH:43]=3)[CH:36]=[CH:37][N:38]=2)[N:33]=1)(=O)=O. The catalyst is C(=O)(O)[O-].[Na+].O1CCOCC1.C(OCC)(=O)C.O.Cl.ClCCl.C1C=CC([PH+]([C]2[CH][CH][CH][CH]2)C2C=CC=CC=2)=CC=1.C1C=CC([PH+]([C]2[CH][CH][CH][CH]2)C2C=CC=CC=2)=CC=1.C(Cl)Cl.Cl[Pd]Cl.[Fe]. The product is [N:45]1[CH:46]=[CH:47][C:42]([C:35]2[CH:36]=[CH:37][N:38]=[C:39]3[C:34]=2[N:33]=[C:32]([C:9]2[CH:10]=[C:11]([NH:15][S:16]([C:19]4[CH:20]=[CH:21][CH:22]=[CH:23][CH:24]=4)(=[O:17])=[O:18])[CH:12]=[N:13][CH:14]=2)[CH:41]=[CH:40]3)=[CH:43][CH:44]=1. The yield is 0.680. (8) The reactants are [S:1]1[C:5]2[CH:6]=[CH:7][CH:8]=[CH:9][C:4]=2[N:3]=[C:2]1[C:10]1[CH:26]=[CH:25][C:13]2[N:14]([CH:19]3[CH2:24][CH2:23][O:22][CH2:21][CH2:20]3)[C:15]([CH2:17]O)=[N:16][C:12]=2[CH:11]=1.C(Cl)(=O)C(Cl)=O.[I-].[Na+].[CH3:35][NH:36][CH3:37]. The catalyst is CN(C)C=O.C(Cl)(Cl)Cl.O1CCCC1.ClCCl. The product is [S:1]1[C:5]2[CH:6]=[CH:7][CH:8]=[CH:9][C:4]=2[N:3]=[C:2]1[C:10]1[CH:26]=[CH:25][C:13]2[N:14]([CH:19]3[CH2:24][CH2:23][O:22][CH2:21][CH2:20]3)[C:15]([CH2:17][N:36]([CH3:37])[CH3:35])=[N:16][C:12]=2[CH:11]=1. The yield is 0.380.